From a dataset of Forward reaction prediction with 1.9M reactions from USPTO patents (1976-2016). Predict the product of the given reaction. (1) Given the reactants Cl[C:2]1[N:7]=[N:6][C:5]([CH:8]([C:11]2[C:16]([Br:17])=[CH:15][C:14]([CH2:18]OC3CCCCO3)=[CH:13][C:12]=2[Br:26])C#N)=[CH:4][C:3]=1[CH:27]([CH3:29])[CH3:28].C([O-])(=[O:32])C.[Na+].[ClH:35], predict the reaction product. The product is: [Br:26][C:12]1[CH:13]=[C:14]([CH2:18][Cl:35])[CH:15]=[C:16]([Br:17])[C:11]=1[CH2:8][C:5]1[CH:4]=[C:3]([CH:27]([CH3:29])[CH3:28])[C:2](=[O:32])[NH:7][N:6]=1. (2) Given the reactants [Na].[CH3:2][O:3][CH2:4][CH2:5][CH2:6][O:7][C:8]1[CH:13]=[CH:12][N:11]=[C:10]([CH2:14][S:15]([C:17]2[NH:21][C:20]3[CH:22]=[CH:23][CH:24]=[CH:25][C:19]=3[N:18]=2)=[O:16])[C:9]=1[CH3:26].CCN(CC)CC.[C:34]1([CH3:62])[CH:39]=[CH:38][C:37]([S:40]([CH2:43][CH2:44][O:45][C:46](=[O:61])[CH2:47][O:48][C:49]2[CH:54]=[C:53]([CH3:55])[C:52]([S:56](Cl)(=[O:58])=[O:57])=[C:51]([CH3:60])[CH:50]=2)(=[O:42])=[O:41])=[CH:36][CH:35]=1.C([O-])(O)=O.[Na+], predict the reaction product. The product is: [C:34]1([CH3:62])[CH:39]=[CH:38][C:37]([S:40]([CH2:43][CH2:44][O:45][C:46](=[O:61])[CH2:47][O:48][C:49]2[CH:50]=[C:51]([CH3:60])[C:52]([S:56]([N:21]3[C:20]4[CH:22]=[CH:23][CH:24]=[CH:25][C:19]=4[N:18]=[C:17]3[S:15]([CH2:14][C:10]3[C:9]([CH3:26])=[C:8]([O:7][CH2:6][CH2:5][CH2:4][O:3][CH3:2])[CH:13]=[CH:12][N:11]=3)=[O:16])(=[O:57])=[O:58])=[C:53]([CH3:55])[CH:54]=2)(=[O:41])=[O:42])=[CH:36][CH:35]=1. (3) Given the reactants O=O.[F:3][C:4]1[CH:5]=[C:6]([S:10][C:11]2[CH:12]=[C:13]3[C:18](=[CH:19][CH:20]=2)[C:17]([C:21]([NH2:23])=[O:22])=[CH:16][CH2:15][CH2:14]3)[CH:7]=[CH:8][CH:9]=1.[H][H], predict the reaction product. The product is: [F:3][C:4]1[CH:5]=[C:6]([S:10][C:11]2[CH:12]=[C:13]3[C:18](=[CH:19][CH:20]=2)[C@H:17]([C:21]([NH2:23])=[O:22])[CH2:16][CH2:15][CH2:14]3)[CH:7]=[CH:8][CH:9]=1. (4) The product is: [Cl:1][C:2]1[CH:14]=[CH:13][CH:12]=[C:11]([C:19]2[CH:20]=[CH:21][N:16]=[CH:17][CH:18]=2)[C:3]=1[OH:4].[Cl:1][C:2]1[C:3]([O:4][CH:5]2[CH2:10][CH2:9][CH2:8][CH2:7][O:6]2)=[C:11]([C:19]2[CH:20]=[CH:21][N:16]=[CH:17][CH:18]=2)[CH:12]=[CH:13][CH:14]=1. Given the reactants [Cl:1][C:2]1[CH:14]=[CH:13][CH:12]=[C:11](I)[C:3]=1[O:4][CH:5]1[CH2:10][CH2:9][CH2:8][CH2:7][O:6]1.[N:16]1[CH:21]=[CH:20][C:19](B(O)O)=[CH:18][CH:17]=1.C([O-])([O-])=O.[Na+].[Na+], predict the reaction product. (5) Given the reactants [CH3:1][O:2][C:3]([C:5]1[S:6][C:7]([CH:11]=[O:12])=[CH:8][C:9]=1[NH2:10])=[O:4].CO[CH:15]([N:18]([CH3:20])[CH3:19])OC, predict the reaction product. The product is: [CH3:1][O:2][C:3]([C:5]1[S:6][C:7]([CH:11]=[O:12])=[CH:8][C:9]=1[N:10]=[CH:15][N:18]([CH3:20])[CH3:19])=[O:4].